This data is from Forward reaction prediction with 1.9M reactions from USPTO patents (1976-2016). The task is: Predict the product of the given reaction. Given the reactants [F:1][C:2]([F:21])([F:20])[CH2:3][O:4][C:5]1[CH:13]=[CH:12][C:11]([O:14][CH2:15][C:16]([F:19])([F:18])[F:17])=[CH:10][C:6]=1[C:7]([OH:9])=O.C(N(CC)CC)C.C(Cl)(=O)C(C)(C)C.[NH2:36][CH2:37][C:38]1[CH:43]=[CH:42][CH:41]=[CH:40][N:39]=1, predict the reaction product. The product is: [N:39]1[CH:40]=[CH:41][CH:42]=[CH:43][C:38]=1[CH2:37][NH:36][C:7](=[O:9])[C:6]1[CH:10]=[C:11]([O:14][CH2:15][C:16]([F:19])([F:18])[F:17])[CH:12]=[CH:13][C:5]=1[O:4][CH2:3][C:2]([F:1])([F:21])[F:20].